This data is from Full USPTO retrosynthesis dataset with 1.9M reactions from patents (1976-2016). The task is: Predict the reactants needed to synthesize the given product. (1) Given the product [CH2:44]([O:43][C:41](=[O:42])[CH2:40][C:11]1[C:10]([N+:7]([O-:9])=[O:8])=[CH:18][CH:17]=[C:16]2[C:12]=1[CH:13]=[N:14][N:15]2[CH:19]1[CH2:24][CH2:23][CH2:22][CH2:21][O:20]1)[CH3:45], predict the reactants needed to synthesize it. The reactants are: CC(C)([O-])C.[K+].[N+:7]([C:10]1[CH:11]=[C:12]2[C:16](=[CH:17][CH:18]=1)[N:15]([CH:19]1[CH2:24][CH2:23][CH2:22][CH2:21][O:20]1)[N:14]=[CH:13]2)([O-:9])=[O:8].Cl.NC1C(C)=CC(C(OC)=O)=C(C)C=1.Cl[CH2:40][C:41]([O:43][CH2:44][CH3:45])=[O:42]. (2) Given the product [CH:1]1([C@H:5]([NH:7][C:8]2[N:16]=[C:15]([C:17]([OH:19])=[O:18])[N:14]=[C:13]3[C:9]=2[N:10]([CH2:29][C:30]2[CH:31]=[CH:32][C:33]([C:36]([F:37])([F:39])[F:38])=[CH:34][CH:35]=2)[C:11]([C:21]2[CH:26]=[CH:25][CH:24]=[C:23]([O:27][CH3:28])[CH:22]=2)=[N:12]3)[CH3:6])[CH2:4][CH2:3][CH2:2]1, predict the reactants needed to synthesize it. The reactants are: [CH:1]1([C@H:5]([NH:7][C:8]2[N:16]=[C:15]([C:17]([O:19]C)=[O:18])[N:14]=[C:13]3[C:9]=2[N:10]([CH2:29][C:30]2[CH:35]=[CH:34][C:33]([C:36]([F:39])([F:38])[F:37])=[CH:32][CH:31]=2)[C:11]([C:21]2[CH:26]=[CH:25][CH:24]=[C:23]([O:27][CH3:28])[CH:22]=2)=[N:12]3)[CH3:6])[CH2:4][CH2:3][CH2:2]1.[OH-].[Li+]. (3) Given the product [O:18]1[C:22]([C:23]2[CH:24]=[CH:25][C:26]([NH:29][N:30]=[C:9]([C:8]#[N:12])[C:10]#[N:11])=[CH:27][CH:28]=2)=[CH:21][N:20]=[CH:19]1, predict the reactants needed to synthesize it. The reactants are: C([O-])(=O)C.[Na+].CO.[C:8](#[N:12])[CH2:9][C:10]#[N:11].F[B-](F)(F)F.[O:18]1[C:22]([C:23]2[CH:28]=[CH:27][C:26]([N+:29]#[N:30])=[CH:25][CH:24]=2)=[CH:21][N:20]=[CH:19]1. (4) Given the product [F:15][C:12]([F:13])([F:14])[C:10]1[CH:11]=[C:6]2[C:5]([CH2:17][CH2:18][OH:19])=[CH:4][NH:16][C:7]2=[N:8][CH:9]=1, predict the reactants needed to synthesize it. The reactants are: C([Si](CC)(CC)[C:4]1[NH:16][C:7]2=[N:8][CH:9]=[C:10]([C:12]([F:15])([F:14])[F:13])[CH:11]=[C:6]2[C:5]=1[CH2:17][CH2:18][OH:19])C.CCCC[N+](CCCC)(CCCC)CCCC.[F-]. (5) Given the product [C:1]([C:5]1[N:10]=[C:9]([NH:11][CH2:12][CH2:13][CH2:14][S:15]([CH3:16])=[O:49])[C:8]([C:17]([N:19]([CH2:37][CH:38]([CH3:40])[CH3:39])[C@@H:20]2[CH2:25][N:24]([C:26]([O:28][C:29]([CH3:30])([CH3:31])[CH3:32])=[O:27])[CH2:23][C@H:22]([C:33]([O:35][CH3:36])=[O:34])[CH2:21]2)=[O:18])=[CH:7][N:6]=1)([CH3:2])([CH3:3])[CH3:4], predict the reactants needed to synthesize it. The reactants are: [C:1]([C:5]1[N:10]=[C:9]([NH:11][CH2:12][CH2:13][CH2:14][S:15][CH3:16])[C:8]([C:17]([N:19]([CH2:37][CH:38]([CH3:40])[CH3:39])[C@@H:20]2[CH2:25][N:24]([C:26]([O:28][C:29]([CH3:32])([CH3:31])[CH3:30])=[O:27])[CH2:23][C@H:22]([C:33]([O:35][CH3:36])=[O:34])[CH2:21]2)=[O:18])=[CH:7][N:6]=1)([CH3:4])([CH3:3])[CH3:2].ClC1C=CC=C(C(OO)=[O:49])C=1. (6) Given the product [Br:1][C:2]1[CH:3]=[N:4][CH:5]=[C:6]2[C:11]=1[N:10]=[C:9]([C:12]([N:48]1[CH2:52][CH2:51][CH:50]([OH:53])[CH2:49]1)=[O:14])[CH:8]=[CH:7]2, predict the reactants needed to synthesize it. The reactants are: [Br:1][C:2]1[CH:3]=[N:4][CH:5]=[C:6]2[C:11]=1[N:10]=[C:9]([C:12]([OH:14])=O)[CH:8]=[CH:7]2.C(N(CC)C(C)C)(C)C.F[P-](F)(F)(F)(F)F.N1(OC(N(C)C)=[N+](C)C)C2N=CC=CC=2N=N1.[NH:48]1[CH2:52][CH2:51][CH:50]([OH:53])[CH2:49]1.